This data is from Reaction yield outcomes from USPTO patents with 853,638 reactions. The task is: Predict the reaction yield, written as a fraction of the theoretical maximum amount of product (1.0 means a 100% yield; for example, 0.34 means a 34% yield). (1) The reactants are O.[C:2]1([S:8]([OH:11])(=[O:10])=[O:9])[CH:7]=[CH:6][CH:5]=[CH:4][CH:3]=1.[C:12]([C@H:15]1[O:20][CH2:19][C@H:18]([NH:21][C:22]([C@@H:24]2[NH:38][C:37]3([CH2:43][CH2:42][C:41]([CH3:45])([CH3:44])[CH2:40][CH2:39]3)[C@:26]3([C:34]4[C:29](=[CH:30][C:31]([Cl:35])=[CH:32][CH:33]=4)[NH:28][C:27]3=[O:36])[C@H:25]2[C:46]2[CH:51]=[CH:50][N:49]=[C:48]([Cl:52])[C:47]=2[F:53])=[O:23])[CH2:17][CH2:16]1)(=[O:14])[NH2:13]. The catalyst is CC(O)C. The product is [OH2:9].[C:2]1([S:8]([OH:11])(=[O:10])=[O:9])[CH:7]=[CH:6][CH:5]=[CH:4][CH:3]=1.[C:12]([C@H:15]1[O:20][CH2:19][C@H:18]([NH:21][C:22]([C@@H:24]2[NH:38][C:37]3([CH2:39][CH2:40][C:41]([CH3:45])([CH3:44])[CH2:42][CH2:43]3)[C@:26]3([C:34]4[C:29](=[CH:30][C:31]([Cl:35])=[CH:32][CH:33]=4)[NH:28][C:27]3=[O:36])[C@H:25]2[C:46]2[CH:51]=[CH:50][N:49]=[C:48]([Cl:52])[C:47]=2[F:53])=[O:23])[CH2:17][CH2:16]1)(=[O:14])[NH2:13]. The yield is 0.890. (2) The reactants are [CH:1]([O:4][C:5](=[O:15])[C@H:6]([CH2:8][C:9]([O:11][CH:12]([CH3:14])[CH3:13])=[O:10])[OH:7])([CH3:3])[CH3:2].C[Si]([N-][Si](C)(C)C)(C)C.[Li+].[CH2:26](Br)[C:27]1[CH:32]=[CH:31][CH:30]=[CH:29][CH:28]=1.[NH4+].[Cl-]. The catalyst is C1COCC1.O. The product is [CH2:26]([C@H:8]([C@H:6]([OH:7])[C:5]([O:4][CH:1]([CH3:2])[CH3:3])=[O:15])[C:9]([O:11][CH:12]([CH3:14])[CH3:13])=[O:10])[C:27]1[CH:32]=[CH:31][CH:30]=[CH:29][CH:28]=1. The yield is 0.420. (3) The reactants are [NH2:1][C:2]1[C:10]([O:11]C)=[C:9]2[C:5]([CH2:6][CH2:7][CH:8]2[CH2:13][CH2:14][NH:15][C:16](=[O:18])[CH3:17])=[CH:4][CH:3]=1.B(Br)(Br)Br.O.[Cl:24]CCl. The catalyst is C(OCC)(=O)C. The product is [ClH:24].[NH2:1][C:2]1[C:10]([OH:11])=[C:9]2[C:5]([CH2:6][CH2:7][CH:8]2[CH2:13][CH2:14][NH:15][C:16](=[O:18])[CH3:17])=[CH:4][CH:3]=1. The yield is 0.900. (4) The reactants are [Cl:1][C:2]1[CH:3]=[C:4]([CH:16]=[CH:17][CH:18]=1)[C:5]([NH:7][C:8]1[C:9](Cl)=[N:10][CH:11]=[C:12]([Cl:14])[CH:13]=1)=[O:6].[NH:19]1[CH2:24][CH2:23][NH:22][CH2:21][CH2:20]1. The catalyst is C(#N)C. The product is [Cl:1][C:2]1[CH:3]=[C:4]([CH:16]=[CH:17][CH:18]=1)[C:5]([NH:7][C:8]1[C:9]([N:19]2[CH2:24][CH2:23][NH:22][CH2:21][CH2:20]2)=[N:10][CH:11]=[C:12]([Cl:14])[CH:13]=1)=[O:6]. The yield is 0.549. (5) The reactants are [CH3:1][C:2]1[CH:11]=[CH:10][C:9]2[C:4](=[N:5][CH:6]=[CH:7][CH:8]=2)[N:3]=1. The catalyst is C(O)C.[Pd]. The product is [CH3:1][C:2]1[CH:11]=[CH:10][C:9]2[CH2:8][CH2:7][CH2:6][NH:5][C:4]=2[N:3]=1. The yield is 0.830. (6) The reactants are [C:1]([O:5][C:6]([NH:8][C@@H:9]([CH2:15][CH2:16][C:17](=[O:21])[CH:18]=[N+]=[N-])[C:10]([O:12][CH2:13][CH3:14])=[O:11])=[O:7])([CH3:4])([CH3:3])[CH3:2]. The catalyst is C([O-])(=O)C.[Rh+3].C([O-])(=O)C.C([O-])(=O)C.C(Cl)Cl. The product is [O:21]=[C:17]1[CH2:18][N:8]([C:6]([O:5][C:1]([CH3:4])([CH3:3])[CH3:2])=[O:7])[C@H:9]([C:10]([O:12][CH2:13][CH3:14])=[O:11])[CH2:15][CH2:16]1. The yield is 0.460. (7) The product is [C:1]([O:5][CH:6]([C:12]1[C:16]([C:17]2[CH2:22][CH2:21][C:20]([CH3:24])([CH3:23])[CH2:19][CH:18]=2)=[C:15]([C:25]2[C:29]([CH3:30])=[CH:28][S:27][N:26]=2)[S:14][C:13]=1[CH3:32])[C:7]([OH:9])=[O:8])([CH3:4])([CH3:2])[CH3:3]. The reactants are [C:1]([O:5][CH:6]([C:12]1[C:16]([C:17]2[CH2:22][CH2:21][C:20]([CH3:24])([CH3:23])[CH2:19][CH:18]=2)=[C:15]([C:25]2[C:29]([CH3:30])=[C:28](Cl)[S:27][N:26]=2)[S:14][C:13]=1[CH3:32])[C:7]([O:9]CC)=[O:8])([CH3:4])([CH3:3])[CH3:2].CN(C)CCN(C)C.[BH4-].[BH4-].[BH4-].[BH4-].[Na+].[Na+].[Na+].[Na+].C1CCCCC1.C(OCC)(=O)C. The catalyst is O1CCCC1.C1C=CC(P(C2C=CC=CC=2)[C-]2C=CC=C2)=CC=1.C1C=CC(P(C2C=CC=CC=2)[C-]2C=CC=C2)=CC=1.Cl[Pd]Cl.[Fe+2]. The yield is 0.110.